Dataset: Forward reaction prediction with 1.9M reactions from USPTO patents (1976-2016). Task: Predict the product of the given reaction. (1) Given the reactants Cl.[NH2:2][C@H:3]([CH:19]([CH3:21])[CH3:20])[C:4]([N:6]1[CH2:11][CH2:10][CH:9]([C:12]2[CH:17]=[CH:16][C:15]([Cl:18])=[CH:14][CH:13]=2)[CH2:8][CH2:7]1)=[O:5].[C:22]([O:25][C:26]1[CH:27]=[C:28]([CH:32]=[CH:33][CH:34]=1)[C:29](O)=[O:30])(=[O:24])[CH3:23], predict the reaction product. The product is: [C:22]([O:25][C:26]1[CH:34]=[CH:33][CH:32]=[C:28]([C:29](=[O:30])[NH:2][C@H:3]([CH:19]([CH3:21])[CH3:20])[C:4]([N:6]2[CH2:11][CH2:10][CH:9]([C:12]3[CH:13]=[CH:14][C:15]([Cl:18])=[CH:16][CH:17]=3)[CH2:8][CH2:7]2)=[O:5])[CH:27]=1)(=[O:24])[CH3:23]. (2) Given the reactants [C:1]([O:5][C:6]([N:8]1[CH2:13][CH:12]=[C:11]([C:14]2[CH:18]=[CH:17][S:16][C:15]=2[C:19]([O:21][CH3:22])=[O:20])[CH2:10][CH2:9]1)=[O:7])([CH3:4])([CH3:3])[CH3:2], predict the reaction product. The product is: [C:1]([O:5][C:6]([N:8]1[CH2:13][CH2:12][CH:11]([C:14]2[CH:18]=[CH:17][S:16][C:15]=2[C:19]([O:21][CH3:22])=[O:20])[CH2:10][CH2:9]1)=[O:7])([CH3:4])([CH3:3])[CH3:2].